Dataset: Catalyst prediction with 721,799 reactions and 888 catalyst types from USPTO. Task: Predict which catalyst facilitates the given reaction. (1) The catalyst class is: 19. Reactant: [CH3:1][C:2]1([CH3:20])[CH2:5][N:4]([C:6]2[CH:11]=[CH:10][C:9]([C:12]([F:15])([F:14])[F:13])=[CH:8][C:7]=2[N+:16]([O-])=O)[C:3]1=[O:19]. Product: [NH2:16][C:7]1[CH:8]=[C:9]([C:12]([F:13])([F:14])[F:15])[CH:10]=[CH:11][C:6]=1[N:4]1[CH2:5][C:2]([CH3:1])([CH3:20])[C:3]1=[O:19]. (2) Reactant: [C:1]([O:5][C:6]([N:8]1[CH2:13][CH2:12][CH:11]([OH:14])[CH2:10][CH2:9]1)=[O:7])([CH3:4])([CH3:3])[CH3:2].[CH3:15][C:16]1[CH:21]=[CH:20][C:19]([S:22](Cl)(=[O:24])=[O:23])=[CH:18][CH:17]=1.S(Cl)(Cl)(=O)=O. Product: [CH3:15][C:16]1[CH:21]=[CH:20][C:19]([S:22]([O:14][CH:11]2[CH2:12][CH2:13][N:8]([C:6]([O:5][C:1]([CH3:4])([CH3:2])[CH3:3])=[O:7])[CH2:9][CH2:10]2)(=[O:24])=[O:23])=[CH:18][CH:17]=1. The catalyst class is: 537. (3) Reactant: C(O[C:5](=[O:7])[CH3:6])(=O)C.[NH2:8][C:9]1[CH:14]=[CH:13][C:12]([CH2:15][CH2:16][S:17]([N:20]2[CH2:36][CH2:35][C:23]3([N:27]=[C:26]([CH:28]4[CH2:33][CH2:32][CH2:31][CH2:30][CH2:29]4)[NH:25][C:24]3=[O:34])[CH2:22][CH2:21]2)(=[O:19])=[O:18])=[CH:11][CH:10]=1.C(N(CC)CC)C. Product: [CH:28]1([C:26]2[NH:25][C:24](=[O:34])[C:23]3([CH2:22][CH2:21][N:20]([S:17]([CH2:16][CH2:15][C:12]4[CH:13]=[CH:14][C:9]([NH:8][C:5](=[O:7])[CH3:6])=[CH:10][CH:11]=4)(=[O:18])=[O:19])[CH2:36][CH2:35]3)[N:27]=2)[CH2:33][CH2:32][CH2:31][CH2:30][CH2:29]1. The catalyst class is: 2. (4) Product: [C:7]([O:11][C:12]([N:14]1[CH2:19][CH2:18][N:17]([C:21]2[CH:26]=[CH:25][C:24]([N+:27]([O-:29])=[O:28])=[CH:23][N:22]=2)[CH2:16][CH2:15]1)=[O:13])([CH3:10])([CH3:8])[CH3:9]. Reactant: C(=O)([O-])[O-].[K+].[K+].[C:7]([O:11][C:12]([N:14]1[CH2:19][CH2:18][NH:17][CH2:16][CH2:15]1)=[O:13])([CH3:10])([CH3:9])[CH3:8].Cl[C:21]1[CH:26]=[CH:25][C:24]([N+:27]([O-:29])=[O:28])=[CH:23][N:22]=1. The catalyst class is: 3. (5) Reactant: [Br:1][C:2]1[CH:3]=[C:4]([O:24][C:25]2[C:26]([CH3:31])=[N:27][CH:28]=[CH:29][CH:30]=2)[C:5]([NH:8][C:9]2[S:13][N:12]=[C:11]([C@H:14]3[CH2:18][O:17]C4(CCCCC4)[O:15]3)[N:10]=2)=[N:6][CH:7]=1. The catalyst class is: 240. Product: [Br:1][C:2]1[CH:3]=[C:4]([O:24][C:25]2[C:26]([CH3:31])=[N:27][CH:28]=[CH:29][CH:30]=2)[C:5]([NH:8][C:9]2[S:13][N:12]=[C:11]([C@H:14]([OH:15])[CH2:18][OH:17])[N:10]=2)=[N:6][CH:7]=1. (6) Reactant: [CH3:1][NH:2][C:3]1[CH:11]=[CH:10][C:6]([C:7]([OH:9])=[O:8])=[CH:5][CH:4]=1.[C:12](Cl)(=[O:19])[C:13]1[CH:18]=[CH:17][CH:16]=[CH:15][CH:14]=1.Cl. Product: [C:12]([N:2]([CH3:1])[C:3]1[CH:4]=[CH:5][C:6]([C:7]([OH:9])=[O:8])=[CH:10][CH:11]=1)(=[O:19])[C:13]1[CH:18]=[CH:17][CH:16]=[CH:15][CH:14]=1. The catalyst class is: 464. (7) Reactant: [N+:1](/[CH:4]=[CH:5]/[C:6]1[NH:7][CH:8]=[CH:9][C:10]=1[C:11]1[CH:16]=[CH:15][C:14]([I:17])=[CH:13][CH:12]=1)([O-:3])=[O:2].[BH4-].[Na+].C(O)(=O)C.O. Product: [N+:1]([CH2:4][CH2:5][C:6]1[NH:7][CH:8]=[CH:9][C:10]=1[C:11]1[CH:16]=[CH:15][C:14]([I:17])=[CH:13][CH:12]=1)([O-:3])=[O:2]. The catalyst class is: 36.